This data is from Experimentally validated miRNA-target interactions with 360,000+ pairs, plus equal number of negative samples. The task is: Binary Classification. Given a miRNA mature sequence and a target amino acid sequence, predict their likelihood of interaction. (1) The miRNA is hsa-miR-5011-3p with sequence GUGCAUGGCUGUAUAUAUAACA. Result: 0 (no interaction). The protein sequence of the target gene is MKVKVIPVLEDNYMYLIIEEHTREAVAIDVAVAERLLEIAGREGVSLTMVLSTHHHWDHTRGNAELAHILPGLAVLGADERICALTRRLEHGEGLQFGAIHVRCLLTPGHTSGHMSYFLWEDDCPDSPALFSGDALSVAGCGWHLEDTAQQMYQSLAKTLGTLPPETKVFCGHEHTLSNLEFAQKVEPCNEHVQAKLSWAQERDDEDIPTVPSTLGEELMYNPFLRVTEDAVRAFTGQVAPAQVLEALCRERARFQPAVEPPQPQVRALLALQWGLLSTHQKK. (2) The miRNA is hsa-miR-3194-3p with sequence AGCUCUGCUGCUCACUGGCAGU. The protein sequence of the target gene is MERQEESLSARPALETEGLRFLHTTVGSLLATYGWYIVFSCILLYVVFQKLSARLRALRQRQLDRAAAAVEPDVVVKRQEALAAARLKMQEELNAQVEKHKEKLKQLEEEKRRQKIEMWDSMQEGKSYKGNAKKPQEEDSPGPSTSSVLKRKSDRKPLRGGGYNPLSGEGGGACSWRPGRRGPSSGGUG. Result: 1 (interaction). (3) The miRNA is hsa-miR-107 with sequence AGCAGCAUUGUACAGGGCUAUCA. The protein sequence of the target gene is MAAASVSAASDSQFSSVLAEPSRSNGNMVRHSSSPYVLYPPDKPFLNSDLRRSPNKPTFAYPESNSRAIFSALKNLQDKIRRLELERIQAEESVKTLSRETIEYKKVLDEQIQERENSKNEESKHNQELASQLVAAENKCNLLEKQLEYMRNMIKHAEMERTSVLEKQVSLERERQHDQTHVQSQLEKLDLLEQEYNKLTAMQALAEKKMQELESKLREEEQERKRMQARAAELQSGLEANRLIFEDKTTSCVSTSTRKIKKKKSKPPEKKGSRTYFGAQPHYRLCLGDMPFVAGTSTSP.... Result: 0 (no interaction). (4) The miRNA is mmu-miR-1958 with sequence UAGGAAAGUGGAAGCAGUAAGU. The protein sequence of the target gene is MSVPEPPPPDGVLTGPSDSLEAGEPTPGLSDTSPDEGLIEDFPVDDRAVEHLVGGLLSHYLPDLQRSKRALQELTQNQVVLLDTLEQEISKFKECHSMLDINALFTEAKHYHAKLVTIRKEMLLLHEKTSKLKKRALKLQQKRQREELEREQQREKEFEREKQLTAKPAKRT. Result: 0 (no interaction). (5) The miRNA is hsa-miR-99a-5p with sequence AACCCGUAGAUCCGAUCUUGUG. The protein sequence of the target gene is MDGASAEQDGLQEDRSHSGPSSLPEAPLKPPGPLVPPDQQDKVQCAEVNRASTEGESPDGPGQGGLCQNGPTPPFPDPPSSLDPTTSPVGPDASPGVAGFHDNLRKSQGTSAEGSVRKEALQSLRLSLPMQETQLCSTDSPLPLEKEEQVRLQARKWLEEQLKQYRVKRQQERSSQPATKTRLFSTLDPELMLNPENLPRASTLAMTKEYSFLRTSVPRGPKVGSLGLPAHPREKKTSKSSKIRSLADYRTEDSNAGNSGGNVPAPDSTKGSLKQNRSSAASVVSEISLSPDTDDRLENT.... Result: 1 (interaction). (6) The miRNA is hsa-miR-144-5p with sequence GGAUAUCAUCAUAUACUGUAAG. The protein sequence of the target gene is MGDSGSRRCTLVSRLPIFRKSINRRHDSLPSSPSSSNTAGVHSSSPSSTNSSSGSTGKRRSIFRAPSISFHHKKGSEPKPEPTEQNLSISNGAQPSHSNMQKLSLEEHVKTRGRHSVGFSSSRSKKITRSLTEDFEREKEPSTNKNVFINCLSSGRSEGDDSGFTEEQSRRSIKQSTKKLLPKSFSSHYKFCKSVPQSQSTSLIQQPEFSLAIAQYQEQEAALGRPSPSCSVDVTERAGSSLQSPLLSADLTTAQTPSEFLALTEDSLSEADAFPKSGSTASHCDNFGHNDATSQPTSSL.... Result: 0 (no interaction). (7) The protein sequence of the target gene is MSTWGFASPTPDRFAVSAEAEDKVREQQTRLERIFNVGMSVLSKDCPENPHIWLQLEGPKENVCRAKEYLKGLCSPELQSEIHYPPRLHCIFLGAHGFFLDCLAWSTSAHLVPLLPGSLMISGLTEAFVMAQSRVEELVQRLSWDLQLQSCPGAPDNGGVLRDFSALLQTREDAYTEALLRLPLAVQEELLSLVQEASRGQGPSREVGSSGLLSPQFQGVRAPLNEGREFVGTRVAGSGKSPAVRGQSHTVEKEERKQDAVRDMGSGRKELSGEEVWEPGVAYRSQLAGGGAEEVAPLKG.... The miRNA is hsa-miR-376a-2-5p with sequence GGUAGAUUUUCCUUCUAUGGU. Result: 0 (no interaction). (8) The protein sequence of the target gene is MVRKPVVSTISKGGYLQGNVNGRLPSLGNKEPPGQEKVQLKRKVTLLRGVSIIIGTIIGAGIFISPKGVLQNTGSVGMSLTIWTVCGVLSLFGALSYAELGTTIKKSGGHYTYILEVFGPLPAFVRVWVELLIIRPAATAVISLAFGRYILEPFFIQCEIPELAIKLITAVGITVVMVLNSMSVSWSARIQIFLTFCKLTAILIIIVPGVMQLIKGQTQNFKDAFSGRDSSITRLPLAFYYGMYAYAGWFYLNFVTEEVENPEKTIPLAICISMAIVTIGYVLTNVAYFTTINAEELLLS.... The miRNA is hsa-miR-122-5p with sequence UGGAGUGUGACAAUGGUGUUUG. Result: 1 (interaction).